This data is from Reaction yield outcomes from USPTO patents with 853,638 reactions. The task is: Predict the reaction yield, written as a fraction of the theoretical maximum amount of product (1.0 means a 100% yield; for example, 0.34 means a 34% yield). (1) The reactants are BrC1C([N:8]([CH2:23][O:24][CH3:25])[S:9]([C:12]2[CH:17]=[CH:16][C:15](Cl)=[C:14]([C:19]([F:22])([F:21])[F:20])[CH:13]=2)(=[O:11])=[O:10])=CC(C)=CN=1.C([Mg]Cl)(C)C.CC1C(C=O)=C(C)C=CN=1. The catalyst is C1COCC1. The product is [CH3:25][O:24][CH2:23][NH:8][S:9]([C:12]1[CH:17]=[CH:16][CH:15]=[C:14]([C:19]([F:22])([F:20])[F:21])[CH:13]=1)(=[O:11])=[O:10]. The yield is 0.510. (2) The reactants are [CH2:1]([Mg]Cl)[CH3:2].[CH2:5]1COC[CH2:6]1.C(O[C:13](=[O:21])[CH2:14][CH2:15][CH:16]1[CH2:20][CH2:19][CH2:18][CH2:17]1)C. The catalyst is CCOCC. The product is [CH:16]1([CH2:15][CH2:14][C:13]([CH2:1][CH3:2])([OH:21])[CH2:5][CH3:6])[CH2:17][CH2:18][CH2:19][CH2:20]1. The yield is 0.660. (3) The reactants are [CH3:1][C:2]1[NH:6][C:5]2[C:7]([C:17]([O:19][CH3:20])=[O:18])=[CH:8][C:9]([N:11]3[CH2:16][CH2:15][O:14][CH2:13][CH2:12]3)=[CH:10][C:4]=2[N:3]=1.Cl[CH2:22][C:23]1[CH:28]=[CH:27][C:26]([CH3:29])=[C:25]([CH3:30])[CH:24]=1.C(=O)([O-])[O-].[K+].[K+].O. The catalyst is CN(C)C=O. The product is [CH3:30][C:25]1[CH:24]=[C:23]([CH2:22][N:3]2[C:4]3[CH:10]=[C:9]([N:11]4[CH2:12][CH2:13][O:14][CH2:15][CH2:16]4)[CH:8]=[C:7]([C:17]([O:19][CH3:20])=[O:18])[C:5]=3[N:6]=[C:2]2[CH3:1])[CH:28]=[CH:27][C:26]=1[CH3:29]. The yield is 0.760.